This data is from Reaction yield outcomes from USPTO patents with 853,638 reactions. The task is: Predict the reaction yield, written as a fraction of the theoretical maximum amount of product (1.0 means a 100% yield; for example, 0.34 means a 34% yield). (1) The reactants are [CH2:1]([O:8][CH2:9][CH2:10][O:11][CH2:12][C:13]1[CH:18]=[CH:17][C:16](B2OC(C)(C)C(C)(C)O2)=[CH:15][C:14]=1[F:28])[C:2]1[CH:7]=[CH:6][CH:5]=[CH:4][CH:3]=1.C([O-])([O-])=O.[Cs+].[Cs+].Br[C:36](=[CH2:47])[C:37]([O:39][CH2:40][C:41]1[CH:46]=[CH:45][CH:44]=[CH:43][CH:42]=1)=[O:38]. The catalyst is CN(C=O)C.C(OCC)(=O)C.C1C=CC(P(C2C=CC=CC=2)[C-]2C=CC=C2)=CC=1.C1C=CC(P(C2C=CC=CC=2)[C-]2C=CC=C2)=CC=1.Cl[Pd]Cl.[Fe+2]. The product is [CH2:1]([O:8][CH2:9][CH2:10][O:11][CH2:12][C:13]1[CH:18]=[CH:17][C:16]([C:36](=[CH2:47])[C:37]([O:39][CH2:40][C:41]2[CH:46]=[CH:45][CH:44]=[CH:43][CH:42]=2)=[O:38])=[CH:15][C:14]=1[F:28])[C:2]1[CH:3]=[CH:4][CH:5]=[CH:6][CH:7]=1. The yield is 0.160. (2) The reactants are [C:1]([NH:8][CH2:9][C:10]([O:12]CC=C)=O)([O:3][C:4]([CH3:7])([CH3:6])[CH3:5])=[O:2].C[Si]([NH-])(C)C.C[Si]([NH-])(C)C.[Li+].[Li+].O1CCCC1.[C:33]([O:37][CH2:38][CH:39]=[CH2:40])(=[O:36])[CH:34]=[CH2:35]. The catalyst is O1CCCC1. The product is [O:12]=[C:10]1[CH2:9][N:8]([C:1]([O:3][C:4]([CH3:5])([CH3:6])[CH3:7])=[O:2])[CH2:35][CH:34]1[C:33]([O:37][CH2:38][CH:39]=[CH2:40])=[O:36]. The yield is 0.630. (3) The reactants are [H-].[Na+].C[Si](N[Si](C)(C)C)(C)C.[CH:12]([C:15]1[CH:21]=[CH:20][C:18]([NH2:19])=[C:17]([N+:22]([O-:24])=[O:23])[CH:16]=1)([CH3:14])[CH3:13].[CH3:25][C:26]([O:29][C:30](O[C:30]([O:29][C:26]([CH3:28])([CH3:27])[CH3:25])=[O:31])=[O:31])([CH3:28])[CH3:27]. The catalyst is O1CCCC1.O. The product is [CH:12]([C:15]1[CH:21]=[CH:20][C:18]([NH:19][C:30](=[O:31])[O:29][C:26]([CH3:28])([CH3:27])[CH3:25])=[C:17]([N+:22]([O-:24])=[O:23])[CH:16]=1)([CH3:14])[CH3:13]. The yield is 0.700. (4) The reactants are [Br:1][C:2]1[CH:7]=[CH:6][C:5]([O:8][CH3:9])=[CH:4][C:3]=1[CH3:10].[Br:11]N1C(=O)CCC1=O. The catalyst is C(OOC(=O)C1C=CC=CC=1)(=O)C1C=CC=CC=1.C(Cl)Cl. The product is [Br:1][C:2]1[CH:7]=[CH:6][C:5]([O:8][CH3:9])=[CH:4][C:3]=1[CH2:10][Br:11]. The yield is 0.700. (5) The reactants are [I:1][C:2]1[CH:10]=[C:6]([C:7](O)=[O:8])[C:5]([NH2:11])=[CH:4][CH:3]=1.C([O-])([O-])OC.C([O-])(=O)C.[NH4+:21].[CH3:22]O. The catalyst is O. The product is [I:1][C:2]1[CH:10]=[C:6]2[C:5](=[CH:4][CH:3]=1)[N:11]=[CH:22][NH:21][C:7]2=[O:8]. The yield is 0.930. (6) The reactants are [NH:1]1[CH2:6][CH2:5][O:4][CH2:3][C@H:2]1[CH2:7][OH:8].[Cl:9][CH2:10][CH:11]1[CH2:13]O1. No catalyst specified. The product is [Cl:9][CH2:10][CH:11]1[O:8][CH2:7][CH:2]2[CH2:3][O:4][CH2:5][CH2:6][N:1]2[CH2:13]1. The yield is 0.350. (7) The reactants are [C:1]1([C:7]2[C:11]3[CH2:12][NH:13][CH2:14][CH2:15][C:10]=3[NH:9][N:8]=2)[CH:6]=[CH:5][CH:4]=[CH:3][CH:2]=1.[C:16](Cl)([O:18][CH2:19][C:20]1[CH:25]=[CH:24][CH:23]=[CH:22][CH:21]=1)=[O:17]. The catalyst is C(Cl)Cl. The product is [C:1]1([C:7]2[C:11]3[CH2:12][N:13]([C:16]([O:18][CH2:19][C:20]4[CH:25]=[CH:24][CH:23]=[CH:22][CH:21]=4)=[O:17])[CH2:14][CH2:15][C:10]=3[NH:9][N:8]=2)[CH:2]=[CH:3][CH:4]=[CH:5][CH:6]=1. The yield is 0.231. (8) The reactants are [CH3:1][C:2]1[CH:3]=[C:4]([C:9]2[C:10]3[CH:29]=[N:28][N:27]([CH2:30][C:31]4[CH:36]=[CH:35][C:34]([O:37][CH3:38])=[CH:33][CH:32]=4)[C:11]=3[C:12](=[O:26])[N:13]([CH3:25])[C:14]=2[CH:15]([O:18]C2CCCCO2)[C:16]#N)[CH:5]=[CH:6][C:7]=1[CH3:8].[OH-:39].[Na+].[OH2:41].Cl.[Si](C=[N+]=[N-])(C)(C)[CH3:44]. The yield is 0.720. The catalyst is O.C(O)(=O)C.CCO. The product is [CH3:1][C:2]1[CH:3]=[C:4]([C:9]2[C:10]3[CH:29]=[N:28][N:27]([CH2:30][C:31]4[CH:32]=[CH:33][C:34]([O:37][CH3:38])=[CH:35][CH:36]=4)[C:11]=3[C:12](=[O:26])[N:13]([CH3:25])[C:14]=2[CH:15]([OH:18])[C:16]([O:41][CH3:44])=[O:39])[CH:5]=[CH:6][C:7]=1[CH3:8]. (9) The product is [CH3:1][O:2][C:3](=[O:66])[NH:4][CH:5]([CH:60]1[CH2:65][CH2:64][N:63]([S:77]([CH3:76])(=[O:79])=[O:78])[CH2:62][CH2:61]1)[C:6]([N:8]1[CH2:12][CH2:11][CH2:10][CH:9]1[C:13]1[NH:17][C:16]2[C:18]3[C:23]([CH2:24][CH2:25][C:15]=2[N:14]=1)=[CH:22][C:21]([C:26]1[CH:35]=[CH:34][C:33]2[C:28](=[CH:29][CH:30]=[C:31]([C:36]4[NH:37][C:38]([CH:41]5[CH2:45][CH2:44][CH2:43][N:42]5[C:46](=[O:59])[CH:47]([NH:54][C:55]([O:57][CH3:58])=[O:56])[C:48]5[CH:49]=[CH:50][CH:51]=[CH:52][CH:53]=5)=[N:39][CH:40]=4)[CH:32]=2)[CH:27]=1)=[CH:20][CH:19]=3)=[O:7]. The yield is 0.460. The reactants are [CH3:1][O:2][C:3](=[O:66])[NH:4][CH:5]([CH:60]1[CH2:65][CH2:64][NH:63][CH2:62][CH2:61]1)[C:6]([N:8]1[CH2:12][CH2:11][CH2:10][CH:9]1[C:13]1[NH:17][C:16]2[C:18]3[C:23]([CH2:24][CH2:25][C:15]=2[N:14]=1)=[CH:22][C:21]([C:26]1[CH:35]=[CH:34][C:33]2[C:28](=[CH:29][CH:30]=[C:31]([C:36]4[NH:37][C:38]([CH:41]5[CH2:45][CH2:44][CH2:43][N:42]5[C:46](=[O:59])[CH:47]([NH:54][C:55]([O:57][CH3:58])=[O:56])[C:48]5[CH:53]=[CH:52][CH:51]=[CH:50][CH:49]=5)=[N:39][CH:40]=4)[CH:32]=2)[CH:27]=1)=[CH:20][CH:19]=3)=[O:7].CCN(C(C)C)C(C)C.[CH3:76][S:77](O[S:77]([CH3:76])(=[O:79])=[O:78])(=[O:79])=[O:78]. The catalyst is C(Cl)Cl.CN(C=O)C.